Dataset: TCR-epitope binding with 47,182 pairs between 192 epitopes and 23,139 TCRs. Task: Binary Classification. Given a T-cell receptor sequence (or CDR3 region) and an epitope sequence, predict whether binding occurs between them. (1) The epitope is YLDAYNMMI. The TCR CDR3 sequence is CASSPWATNLYEQYF. Result: 1 (the TCR binds to the epitope). (2) The epitope is GMFNMLSTVLGVS. The TCR CDR3 sequence is CAISVSGRSTDTQYF. Result: 0 (the TCR does not bind to the epitope). (3) The epitope is SEVGPEHSLAEY. The TCR CDR3 sequence is CASSYGQHSNQPQHF. Result: 0 (the TCR does not bind to the epitope). (4) The epitope is GLIYNRMGAVTTEV. The TCR CDR3 sequence is CASSPDYGGTTF. Result: 1 (the TCR binds to the epitope). (5) The epitope is RLRAEAQVK. The TCR CDR3 sequence is CAISESTWQGKDGYTF. Result: 0 (the TCR does not bind to the epitope).